From a dataset of Reaction yield outcomes from USPTO patents with 853,638 reactions. Predict the reaction yield, written as a fraction of the theoretical maximum amount of product (1.0 means a 100% yield; for example, 0.34 means a 34% yield). The reactants are Br[C:2]1[N:6]([CH2:7][O:8][CH2:9][CH2:10][Si:11]([CH3:14])([CH3:13])[CH3:12])[C:5]([C:15]2[C:16]([O:31][CH:32]3[CH2:35][CH2:34][CH2:33]3)=[C:17]3[C:22](=[CH:23][CH:24]=2)[N:21]([C:25]([CH:27]2[CH2:29][CH2:28]2)=[O:26])[C@@H:20]([CH3:30])[CH2:19][CH2:18]3)=[N:4][CH:3]=1.CC1(C)C(C)(C)OB([C:44]2[CH2:49][CH2:48][N:47]([C:50]([O:52][C:53]([CH3:56])([CH3:55])[CH3:54])=[O:51])[CH2:46][CH:45]=2)O1.C(=O)([O-])[O-].[Cs+].[Cs+]. The catalyst is O.O1CCOCC1.C1C=CC(P(C2C=CC=CC=2)[C-]2C=CC=C2)=CC=1.C1C=CC(P(C2C=CC=CC=2)[C-]2C=CC=C2)=CC=1.Cl[Pd]Cl.[Fe+2].ClCCl. The product is [CH:32]1([O:31][C:16]2[C:15]([C:5]3[N:6]([CH2:7][O:8][CH2:9][CH2:10][Si:11]([CH3:13])([CH3:12])[CH3:14])[C:2]([C:44]4[CH2:49][CH2:48][N:47]([C:50]([O:52][C:53]([CH3:56])([CH3:55])[CH3:54])=[O:51])[CH2:46][CH:45]=4)=[CH:3][N:4]=3)=[CH:24][CH:23]=[C:22]3[C:17]=2[CH2:18][CH2:19][C@H:20]([CH3:30])[N:21]3[C:25]([CH:27]2[CH2:29][CH2:28]2)=[O:26])[CH2:35][CH2:34][CH2:33]1. The yield is 0.870.